From a dataset of Rat liver microsome stability data. Regression/Classification. Given a drug SMILES string, predict its absorption, distribution, metabolism, or excretion properties. Task type varies by dataset: regression for continuous measurements (e.g., permeability, clearance, half-life) or binary classification for categorical outcomes (e.g., BBB penetration, CYP inhibition). Dataset: rlm. (1) The molecule is CC(C)(C)c1ccc(OCC(=O)NC(c2ccccc2Cl)c2cc(Cl)c3cccnc3c2O)cc1. The result is 1 (stable in rat liver microsomes). (2) The molecule is COCCCOc1cc(C(=O)N(C[C@@H]2CNC[C@H]2NS(=O)(=O)Cc2ccccc2)C(C)C)ccc1OC. The result is 1 (stable in rat liver microsomes). (3) The molecule is CC#C[C@@H](Cc1nn[nH]n1)c1ccc(OCc2ccc3scc(-c4ccc(OCCC(C)(C)O)cc4C)c3c2)cc1. The result is 0 (unstable in rat liver microsomes). (4) The drug is CS(=O)(=O)N1CCN(c2c(C(=O)N3CCN(C(=O)C4CC4)CC3)cnc3ccc(F)cc23)CC1. The result is 0 (unstable in rat liver microsomes). (5) The molecule is N=c1c(C(=O)N2CCN(c3ccccc3)CC2)cc2c(=O)n3ccccc3nc2n1Cc1ccccc1. The result is 1 (stable in rat liver microsomes). (6) The compound is CNc1nc(NCc2ccc(NC(=O)c3ccc(Cl)cc3)cc2)c2ccc(C)cc2n1. The result is 1 (stable in rat liver microsomes). (7) The compound is O=C(CCc1ccccc1)N[C@@H](Cc1c[nH]c2ccccc12)C(=O)Nc1ccncc1. The result is 1 (stable in rat liver microsomes). (8) The drug is Clc1ccccc1CC(c1ccccc1)N1CCNCC1. The result is 1 (stable in rat liver microsomes). (9) The molecule is CC(=O)N(C)CC(O)CN1[C@@H]2CC[C@H]1C[C@@H](NC(=O)c1cc3ccccc3n(C(C)C)c1=O)C2. The result is 0 (unstable in rat liver microsomes).